From a dataset of Reaction yield outcomes from USPTO patents with 853,638 reactions. Predict the reaction yield, written as a fraction of the theoretical maximum amount of product (1.0 means a 100% yield; for example, 0.34 means a 34% yield). (1) The catalyst is CN(C=O)C.C1C=CC([P]([Pd]([P](C2C=CC=CC=2)(C2C=CC=CC=2)C2C=CC=CC=2)([P](C2C=CC=CC=2)(C2C=CC=CC=2)C2C=CC=CC=2)[P](C2C=CC=CC=2)(C2C=CC=CC=2)C2C=CC=CC=2)(C2C=CC=CC=2)C2C=CC=CC=2)=CC=1.[Cu]I. The product is [CH2:24]([O:31][CH2:32][CH2:33][C:34]1[CH:39]=[CH:38][C:37]([C:18]2[CH:17]=[N:16][CH:15]=[C:14]([O:13][CH2:12][C@@H:9]3[CH2:10][CH2:11][N:8]3[C:6]([O:5][C:1]([CH3:4])([CH3:3])[CH3:2])=[O:7])[CH:19]=2)=[CH:36][CH:35]=1)[C:25]1[CH:30]=[CH:29][CH:28]=[CH:27][CH:26]=1. The reactants are [C:1]([O:5][C:6]([N:8]1[CH2:11][CH2:10][C@H:9]1[CH2:12][O:13][C:14]1[CH:15]=[N:16][CH:17]=[C:18]([Sn](C)(C)C)[CH:19]=1)=[O:7])([CH3:4])([CH3:3])[CH3:2].[CH2:24]([O:31][CH2:32][CH2:33][C:34]1[CH:39]=[CH:38][C:37](I)=[CH:36][CH:35]=1)[C:25]1[CH:30]=[CH:29][CH:28]=[CH:27][CH:26]=1.[F-].[Cs+]. The yield is 0.590. (2) The reactants are C([Li])(C)(C)C.I[C:7]1([CH2:10][C@@H:11]2[CH2:15][O:14][C:13]([CH3:17])([CH3:16])[O:12]2)[CH2:9][CH2:8]1.[S:18]([Cl:21])(Cl)=[O:19].CC[O:24]CC. No catalyst specified. The product is [CH3:16][C:13]1([CH3:17])[O:12][C@H:11]([CH2:10][C:7]2([S:18]([Cl:21])(=[O:19])=[O:24])[CH2:9][CH2:8]2)[CH2:15][O:14]1. The yield is 0.570. (3) The reactants are Br[C:2]1[CH:7]=[C:6]([N+:8]([O-:10])=[O:9])[CH:5]=[CH:4][C:3]=1[CH3:11].B1([C:18]2[CH:23]=[CH:22][CH:21]=[N:20][CH:19]=2)OCCCO1.C([O-])([O-])=O.[Na+].[Na+]. The catalyst is CCO.C1(C)C=CC=CC=1.C1C=CC([P]([Pd]([P](C2C=CC=CC=2)(C2C=CC=CC=2)C2C=CC=CC=2)([P](C2C=CC=CC=2)(C2C=CC=CC=2)C2C=CC=CC=2)[P](C2C=CC=CC=2)(C2C=CC=CC=2)C2C=CC=CC=2)(C2C=CC=CC=2)C2C=CC=CC=2)=CC=1. The product is [CH3:11][C:3]1[CH:4]=[CH:5][C:6]([N+:8]([O-:10])=[O:9])=[CH:7][C:2]=1[C:18]1[CH:19]=[N:20][CH:21]=[CH:22][CH:23]=1. The yield is 0.990. (4) The reactants are [OH:1][CH2:2][CH:3]1[NH:8][CH2:7][CH2:6][N:5]([C:9]([O:11][C:12]([CH3:15])([CH3:14])[CH3:13])=[O:10])[CH2:4]1.C(N(CC)CC)C.Cl[CH2:24][C:25](Cl)=[O:26].OS([O-])(=O)=O.[K+].[H-].[Na+].Cl.[OH-].[Na+]. The catalyst is C(Cl)Cl.CN(C=O)C.C(OCC)(=O)C. The product is [O:26]=[C:25]1[CH2:24][O:1][CH2:2][CH:3]2[CH2:4][N:5]([C:9]([O:11][C:12]([CH3:15])([CH3:14])[CH3:13])=[O:10])[CH2:6][CH2:7][N:8]12. The yield is 0.210. (5) The reactants are C(O[CH:4](OCC)[CH2:5][O:6][C:7]1[CH:12]=[CH:11][C:10]([C:13]2([C:16]([OH:18])=[O:17])[CH2:15][CH2:14]2)=[CH:9][CH:8]=1)C. The catalyst is C1(C)C(C)=CC=CC=1. The product is [O:6]1[C:7]2[CH:12]=[CH:11][C:10]([C:13]3([C:16]([OH:18])=[O:17])[CH2:15][CH2:14]3)=[CH:9][C:8]=2[CH:4]=[CH:5]1. The yield is 0.0500. (6) The reactants are [C:1]([C:4]1[CH:5]=[C:6]([CH:10]=[C:11]([Br:14])[C:12]=1[OH:13])[C:7]([OH:9])=[O:8])(=[O:3])[CH3:2].S(Cl)(Cl)=O.[CH3:19]O. No catalyst specified. The product is [C:1]([C:4]1[CH:5]=[C:6]([CH:10]=[C:11]([Br:14])[C:12]=1[OH:13])[C:7]([O:9][CH3:19])=[O:8])(=[O:3])[CH3:2]. The yield is 0.427. (7) The reactants are [CH3:1][O:2][C:3](=[O:14])[C:4]1[CH:9]=[CH:8][C:7](F)=[CH:6][C:5]=1[N+:11]([O-:13])=[O:12].Cl.[CH3:16][NH:17][CH3:18].C([O-])([O-])=O.[K+].[K+].O. The catalyst is CN(C=O)C. The product is [CH3:1][O:2][C:3](=[O:14])[C:4]1[CH:9]=[CH:8][C:7]([N:17]([CH3:18])[CH3:16])=[CH:6][C:5]=1[N+:11]([O-:13])=[O:12]. The yield is 0.973. (8) The reactants are [CH3:1][N:2]([CH3:5])[CH2:3][CH3:4].[C:6]([OH:17])(=[O:16])[C:7]1[C:8](=[CH:12][CH:13]=[CH:14][CH:15]=1)[C:9]([OH:11])=[O:10]. The catalyst is CO. The product is [CH3:1][NH+:2]([CH3:5])[CH2:3][CH3:4].[C:6]([O-:17])(=[O:16])[C:7]1[C:8](=[CH:12][CH:13]=[CH:14][CH:15]=1)[C:9]([O-:11])=[O:10]. The yield is 0.980. (9) The reactants are [F:1][C:2]1[CH:3]=[C:4]([C@:15]([NH:30][C:31]([NH:33][C:34]2([CH2:37]O)[CH2:36][CH2:35]2)=[O:32])([C:23]2[CH:28]=[CH:27][C:26]([F:29])=[CH:25][CH:24]=2)[CH2:16][C:17]2[CH:22]=[CH:21][CH:20]=[CH:19][CH:18]=2)[CH:5]=[C:6]([O:8][C:9]([F:14])([F:13])[CH:10]([F:12])[F:11])[CH:7]=1.C1C=CC(P(C2C=CC=CC=2)C2C=CC=CC=2)=CC=1.C(Br)(Br)(Br)[Br:59]. The catalyst is CCOCC. The yield is 0.170. The product is [Br:59][CH2:37][C:34]1([NH:33][C:31]([NH:30][C@@:15]([C:4]2[CH:5]=[C:6]([O:8][C:9]([F:14])([F:13])[CH:10]([F:12])[F:11])[CH:7]=[C:2]([F:1])[CH:3]=2)([C:23]2[CH:28]=[CH:27][C:26]([F:29])=[CH:25][CH:24]=2)[CH2:16][C:17]2[CH:22]=[CH:21][CH:20]=[CH:19][CH:18]=2)=[O:32])[CH2:36][CH2:35]1. (10) The reactants are [CH:1]1([CH2:7][CH2:8]O)[CH2:6][CH2:5][CH2:4][CH2:3][CH2:2]1.N1C=CN=C1.C1C=CC(P(C2C=CC=CC=2)C2C=CC=CC=2)=CC=1.[I:34]I. The catalyst is O1CCCC1. The product is [I:34][CH2:8][CH2:7][CH:1]1[CH2:6][CH2:5][CH2:4][CH2:3][CH2:2]1. The yield is 0.790.